Dataset: Catalyst prediction with 721,799 reactions and 888 catalyst types from USPTO. Task: Predict which catalyst facilitates the given reaction. Reactant: [NH:1]([C:18]([O:20][CH2:21][C:22]1[CH:27]=[CH:26][CH:25]=[CH:24][CH:23]=1)=[O:19])[C@H:2]([C:15]([OH:17])=[O:16])[CH2:3][CH2:4][CH2:5][CH2:6][NH:7][C:8]([O:10][C:11]([CH3:14])([CH3:13])[CH3:12])=[O:9].[CH3:28]I. Product: [CH2:21]([O:20][C:18]([NH:1][C@@H:2]([CH2:3][CH2:4][CH2:5][CH2:6][NH:7][C:8]([O:10][C:11]([CH3:14])([CH3:13])[CH3:12])=[O:9])[C:15]([O:17][CH3:28])=[O:16])=[O:19])[C:22]1[CH:23]=[CH:24][CH:25]=[CH:26][CH:27]=1. The catalyst class is: 3.